From a dataset of Full USPTO retrosynthesis dataset with 1.9M reactions from patents (1976-2016). Predict the reactants needed to synthesize the given product. (1) Given the product [CH2:28]([NH:27][C:25]([C:24]1[CH:30]=[CH:31][C:21]([N:18]2[C:10]([CH2:9][CH2:8][CH2:7][C:1]3[CH:2]=[CH:3][CH:4]=[CH:5][CH:6]=3)=[C:11]([C:12]([OH:14])=[O:13])[N:20]=[N:19]2)=[CH:22][CH:23]=1)=[O:26])[CH3:29], predict the reactants needed to synthesize it. The reactants are: [C:1]1([CH2:7][CH2:8][CH2:9][C:10](=O)[CH2:11][C:12]([O:14]CC)=[O:13])[CH:6]=[CH:5][CH:4]=[CH:3][CH:2]=1.[N:18]([C:21]1[CH:31]=[CH:30][C:24]([C:25]([NH:27][CH2:28][CH3:29])=[O:26])=[CH:23][CH:22]=1)=[N+:19]=[N-:20].[O-]CC.[Na+].O. (2) Given the product [CH3:1][CH:2]([CH3:28])[CH:3]([NH:15][C:16]([CH:18]1[CH2:22][CH:21]([CH2:23][CH2:24][CH2:25][CH2:26][CH3:27])[CH2:20][N:19]1[CH2:37][C:38](=[O:39])[NH2:40])=[O:17])[CH:4]1[CH:9]([OH:10])[CH:8]([OH:11])[CH:7]([OH:12])[CH:6]([S:13][CH3:14])[O:5]1, predict the reactants needed to synthesize it. The reactants are: [CH3:1][CH:2]([CH3:28])[CH:3]([NH:15][C:16]([CH:18]1[CH2:22][CH:21]([CH2:23][CH2:24][CH2:25][CH2:26][CH3:27])[CH2:20][NH:19]1)=[O:17])[CH:4]1[CH:9]([OH:10])[CH:8]([OH:11])[CH:7]([OH:12])[CH:6]([S:13][CH3:14])[O:5]1.C(N(CC)CC)C.Br[CH2:37][C:38]([NH2:40])=[O:39].